Dataset: Full USPTO retrosynthesis dataset with 1.9M reactions from patents (1976-2016). Task: Predict the reactants needed to synthesize the given product. (1) The reactants are: Cl.[CH2:2]([O:9][C:10]1[CH:15]=[CH:14][C:13]([NH:16]N)=[CH:12][CH:11]=1)[C:3]1[CH:8]=[CH:7][CH:6]=[CH:5][CH:4]=1.[O:18]1[C:27]2[C:22](=[CH:23][CH:24]=[CH:25][CH:26]=2)[C:21](=O)[CH2:20][CH2:19]1. Given the product [CH2:2]([O:9][C:10]1[CH:15]=[C:14]2[C:13](=[CH:12][CH:11]=1)[NH:16][C:21]1[C:22]3[CH:23]=[CH:24][CH:25]=[CH:26][C:27]=3[O:18][CH2:19][C:20]2=1)[C:3]1[CH:8]=[CH:7][CH:6]=[CH:5][CH:4]=1, predict the reactants needed to synthesize it. (2) The reactants are: [Cl:1][C:2]1[CH:6]=[CH:5][S:4][C:3]=1[CH2:7][C@H:8]([NH:11][C:12]1[N:20]=[CH:19][N:18]=[C:17]2[C:13]=1[N:14]=[CH:15][N:16]2[C@H:21]1[C@H:28]2[C@H:24]([O:25]C(C)(C)[O:27]2)[C@@H:23]([CH2:31][F:32])[CH2:22]1)[CH2:9][CH3:10].Cl.O. Given the product [Cl:1][C:2]1[CH:6]=[CH:5][S:4][C:3]=1[CH2:7][C@H:8]([NH:11][C:12]1[N:20]=[CH:19][N:18]=[C:17]2[C:13]=1[N:14]=[CH:15][N:16]2[C@@H:21]1[CH2:22][C@H:23]([CH2:31][F:32])[C@@H:24]([OH:25])[C@H:28]1[OH:27])[CH2:9][CH3:10], predict the reactants needed to synthesize it. (3) Given the product [CH3:6][O:5][C:3](=[O:4])[CH:2]([C:16]1[CH:21]=[CH:20][C:19]([N+:22]([O-:24])=[O:23])=[CH:18][CH:17]=1)[C:1]([O:8][C:9]([CH3:12])([CH3:11])[CH3:10])=[O:7], predict the reactants needed to synthesize it. The reactants are: [C:1]([O:8][C:9]([CH3:12])([CH3:11])[CH3:10])(=[O:7])[CH2:2][C:3]([O:5][CH3:6])=[O:4].[H-].[Na+].F[C:16]1[CH:21]=[CH:20][C:19]([N+:22]([O-:24])=[O:23])=[CH:18][CH:17]=1.O. (4) Given the product [O:7]([C:16]1[CH:17]=[C:18]2[C:23](=[CH:24][CH:25]=1)[C:21](=[O:22])[O:20][CH2:19]2)[C:1]1[CH:6]=[CH:5][CH:4]=[CH:3][CH:2]=1, predict the reactants needed to synthesize it. The reactants are: [C:1]1([OH:7])[CH:6]=[CH:5][CH:4]=[CH:3][CH:2]=1.C(CC(=O)C)(=O)C.Br[C:16]1[CH:17]=[C:18]2[C:23](=[CH:24][CH:25]=1)[C:21](=[O:22])[O:20][CH2:19]2.C(=O)([O-])[O-].[K+].[K+]. (5) Given the product [CH3:1][C:2]([CH3:32])([CH3:31])[C:3]([C:5]1[C:13]2[C:8](=[N:9][CH:10]=[C:11]([NH:14][C:15]3[CH:22]=[CH:21][C:18]([CH:19]=[C:35]([C:34]([N:38]4[CH2:43][CH2:42][CH2:41][CH2:40][CH2:39]4)=[O:33])[C:36]#[N:37])=[CH:17][CH:16]=3)[N:12]=2)[N:7]([CH2:23][O:24][CH2:25][CH2:26][Si:27]([CH3:30])([CH3:28])[CH3:29])[CH:6]=1)=[O:4], predict the reactants needed to synthesize it. The reactants are: [CH3:1][C:2]([CH3:32])([CH3:31])[C:3]([C:5]1[C:13]2[C:8](=[N:9][CH:10]=[C:11]([NH:14][C:15]3[CH:22]=[CH:21][C:18]([CH:19]=O)=[CH:17][CH:16]=3)[N:12]=2)[N:7]([CH2:23][O:24][CH2:25][CH2:26][Si:27]([CH3:30])([CH3:29])[CH3:28])[CH:6]=1)=[O:4].[O:33]=[C:34]([N:38]1[CH2:43][CH2:42][CH2:41][CH2:40][CH2:39]1)[CH2:35][C:36]#[N:37].N1CCCCC1. (6) The reactants are: [S:1]1[CH:5]=[C:4](B(O)O)[C:3]2[CH:9]=[CH:10][CH:11]=[CH:12][C:2]1=2.[F:13][C:14]1[CH:15]=[C:16]([CH:18]=[CH:19][CH:20]=1)[NH2:17].O.O=[CH:23][C:24]([OH:26])=[O:25]. Given the product [S:1]1[CH:5]=[C:4]([CH:23]([NH:17][C:16]2[CH:18]=[CH:19][CH:20]=[C:14]([F:13])[CH:15]=2)[C:24]([OH:26])=[O:25])[C:3]2[CH:9]=[CH:10][CH:11]=[CH:12][C:2]1=2, predict the reactants needed to synthesize it.